Dataset: Full USPTO retrosynthesis dataset with 1.9M reactions from patents (1976-2016). Task: Predict the reactants needed to synthesize the given product. (1) Given the product [Cl:8][C:9]1[CH:14]=[CH:13][C:12]([N:15]2[C:20](=[O:21])[CH:19]=[C:18]([C:22]([F:23])([F:25])[F:24])[N:17]([CH3:26])[C:16]2=[O:27])=[CH:11][C:10]=1[CH:28]=[N:2][NH:1][C:3]([O:5][CH2:6][CH3:7])=[O:4], predict the reactants needed to synthesize it. The reactants are: [NH:1]([C:3]([O:5][CH2:6][CH3:7])=[O:4])[NH2:2].[Cl:8][C:9]1[CH:14]=[CH:13][C:12]([N:15]2[C:20](=[O:21])[CH:19]=[C:18]([C:22]([F:25])([F:24])[F:23])[N:17]([CH3:26])[C:16]2=[O:27])=[CH:11][C:10]=1[CH:28]=O.C1(C)C=CC(S(O)(=O)=O)=CC=1. (2) Given the product [F:8][C:4]1[CH:5]=[CH:6][CH:7]=[C:2]([F:1])[C:3]=1[CH:9]1[NH:14][C:13]2[CH:15]=[CH:16][C:17]([C:31]3[N:32]=[C:33]([C:35]4[CH:36]=[N:37][CH:38]=[CH:39][CH:40]=4)[S:34][C:30]=3[CH2:28][CH3:29])=[CH:18][C:12]=2[O:11][CH2:10]1, predict the reactants needed to synthesize it. The reactants are: [F:1][C:2]1[CH:7]=[CH:6][CH:5]=[C:4]([F:8])[C:3]=1[CH:9]1[NH:14][C:13]2[CH:15]=[CH:16][C:17](B3OC(C)(C)C(C)(C)O3)=[CH:18][C:12]=2[O:11][CH2:10]1.[CH2:28]([C:30]1[S:34][C:33]([C:35]2[CH:36]=[N:37][CH:38]=[CH:39][CH:40]=2)=[N:32][C:31]=1OS(C(F)(F)F)(=O)=O)[CH3:29]. (3) The reactants are: Cl.[Cl:2][C:3]1[C:7]([NH:8][CH2:9][CH3:10])=[CH:6][N:5]([C:11]2[CH:12]=[N:13][CH:14]=[CH:15][CH:16]=2)[N:4]=1.[CH:17]1([C:20]([OH:22])=O)[CH2:19][CH2:18]1.Cl.CN(C)CCCN=C=NCC. Given the product [Cl:2][C:3]1[C:7]([N:8]([CH2:9][CH3:10])[C:20]([CH:17]2[CH2:19][CH2:18]2)=[O:22])=[CH:6][N:5]([C:11]2[CH:12]=[N:13][CH:14]=[CH:15][CH:16]=2)[N:4]=1, predict the reactants needed to synthesize it. (4) The reactants are: [Si]([O:8][C:9]1[C:10]([F:75])=[C:11]([CH:18]([C:45]2[N:46]([C:56]([C:69]3[CH:74]=[CH:73][CH:72]=[CH:71][CH:70]=3)([C:63]3[CH:68]=[CH:67][CH:66]=[CH:65][CH:64]=3)[C:57]3[CH:62]=[CH:61][CH:60]=[CH:59][CH:58]=3)[CH:47]=[C:48]([C:50]3[CH:55]=[CH:54][CH:53]=[CH:52][CH:51]=3)[N:49]=2)[NH:19][C:20]2[CH:21]=[C:22]3[C:27](=[CH:28][CH:29]=2)[C:26]([N:30]([C:38]([O:40][C:41]([CH3:44])([CH3:43])[CH3:42])=[O:39])[C:31]([O:33][C:34]([CH3:37])([CH3:36])[CH3:35])=[O:32])=[N:25][CH:24]=[CH:23]3)[CH:12]=[C:13]([O:15][CH2:16][CH3:17])[CH:14]=1)(C(C)(C)C)(C)C.CCCC[N+](CCCC)(CCCC)CCCC.[F-]. Given the product [C:34]([O:33][C:31]([N:30]([C:38]([O:40][C:41]([CH3:42])([CH3:44])[CH3:43])=[O:39])[C:26]1[C:27]2[C:22](=[CH:21][C:20]([NH:19][CH:18]([C:45]3[N:46]([C:56]([C:69]4[CH:70]=[CH:71][CH:72]=[CH:73][CH:74]=4)([C:63]4[CH:68]=[CH:67][CH:66]=[CH:65][CH:64]=4)[C:57]4[CH:58]=[CH:59][CH:60]=[CH:61][CH:62]=4)[CH:47]=[C:48]([C:50]4[CH:55]=[CH:54][CH:53]=[CH:52][CH:51]=4)[N:49]=3)[C:11]3[C:10]([F:75])=[C:9]([OH:8])[CH:14]=[C:13]([O:15][CH2:16][CH3:17])[CH:12]=3)=[CH:29][CH:28]=2)[CH:23]=[CH:24][N:25]=1)=[O:32])([CH3:37])([CH3:35])[CH3:36], predict the reactants needed to synthesize it. (5) The reactants are: [OH:1][C:2]1[C:3]([CH3:8])=[N:4][CH:5]=[CH:6][CH:7]=1.C1C=CC(N([S:16]([C:19]([F:22])([F:21])[F:20])(=[O:18])=[O:17])[S:16]([C:19]([F:22])([F:21])[F:20])(=[O:18])=[O:17])=CC=1.C(N(CC)CC)C. Given the product [F:20][C:19]([F:22])([F:21])[S:16]([O:1][C:2]1[C:3]([CH3:8])=[N:4][CH:5]=[CH:6][CH:7]=1)(=[O:18])=[O:17], predict the reactants needed to synthesize it. (6) Given the product [CH3:21][C:19]1[N:9]=[C:8]([S:7][CH3:6])[NH:10][C:17](=[O:22])[CH:18]=1, predict the reactants needed to synthesize it. The reactants are: S(O)(O)(=O)=O.[CH3:6][S:7][C:8](=[NH:10])[NH2:9].C(=O)([O-])[O-].[Na+].[Na+].[C:17](OCC)(=[O:22])[CH2:18][C:19]([CH3:21])=O. (7) The reactants are: [CH3:1][CH2:2][CH2:3][CH2:4][CH2:5][CH2:6][CH2:7][CH2:8][CH2:9][CH2:10][CH2:11][CH2:12][CH2:13][CH2:14][CH2:15][C:16]([O:18][CH2:19][C@@H:20]([O:33][C:34]([CH2:36][CH2:37][CH2:38][CH2:39][CH2:40][CH2:41][CH2:42][C:43](/C=C/C=O)=[O:44])=[O:35])[CH2:21][O:22][P+:23]([O:26][CH2:27][CH2:28][N+:29]([CH3:32])([CH3:31])[CH3:30])([O-:25])[OH:24])=[O:17].CC(=CC)C.[O-]Cl=O.[Na+]. Given the product [CH3:1][CH2:2][CH2:3][CH2:4][CH2:5][CH2:6][CH2:7][CH2:8][CH2:9][CH2:10][CH2:11][CH2:12][CH2:13][CH2:14][CH2:15][C:16]([O:18][CH2:19][CH:20]([O:33][C:34]([CH2:36][CH2:37][CH2:38][CH2:39][CH2:40][CH2:41][CH2:42][CH:43]=[O:44])=[O:35])[CH2:21][O:22][P:23]([O:26][CH2:27][CH2:28][N+:29]([CH3:31])([CH3:32])[CH3:30])([O-:25])=[O:24])=[O:17], predict the reactants needed to synthesize it.